This data is from Forward reaction prediction with 1.9M reactions from USPTO patents (1976-2016). The task is: Predict the product of the given reaction. (1) Given the reactants [CH3:1][N:2]([CH3:26])[CH:3]1[CH2:8][CH2:7][CH2:6][N:5]([C:9]([C:11]2[CH:12]=[C:13]3[C:17](=[CH:18][CH:19]=2)[N:16]([CH:20]([CH3:22])[CH3:21])[C:15]([C:23]([OH:25])=O)=[CH:14]3)=[O:10])[CH2:4]1.[NH:27]1[CH2:32][CH2:31][O:30][CH2:29][CH2:28]1.Cl.C(N=C=NCCCN(C)C)C, predict the reaction product. The product is: [CH3:1][N:2]([CH3:26])[CH:3]1[CH2:8][CH2:7][CH2:6][N:5]([C:9]([C:11]2[CH:12]=[C:13]3[C:17](=[CH:18][CH:19]=2)[N:16]([CH:20]([CH3:22])[CH3:21])[C:15]([C:23]([N:27]2[CH2:32][CH2:31][O:30][CH2:29][CH2:28]2)=[O:25])=[CH:14]3)=[O:10])[CH2:4]1. (2) Given the reactants [CH3:1][N:2]1[C:29]2[C:24](=[CH:25][C:26]([C:30]([OH:32])=O)=[CH:27][CH:28]=2)[C:4]2([CH2:9][CH2:8][N:7]([C:10](=[O:23])/[CH:11]=[CH:12]/[C:13]3[CH:18]=[CH:17][CH:16]=[CH:15][C:14]=3[C:19]([F:22])([F:21])[F:20])[CH2:6][CH2:5]2)[C:3]1=[O:33].[CH3:34][N:35]1[CH2:40][CH2:39][NH:38][CH2:37][CH2:36]1.C1C=CC2N(O)N=NC=2C=1.CCN=C=NCCCN(C)C.CCN(C(C)C)C(C)C, predict the reaction product. The product is: [CH3:1][N:2]1[C:29]2[C:24](=[CH:25][C:26]([C:30]([N:38]3[CH2:39][CH2:40][N:35]([CH3:34])[CH2:36][CH2:37]3)=[O:32])=[CH:27][CH:28]=2)[C:4]2([CH2:9][CH2:8][N:7]([C:10](=[O:23])/[CH:11]=[CH:12]/[C:13]3[CH:18]=[CH:17][CH:16]=[CH:15][C:14]=3[C:19]([F:22])([F:21])[F:20])[CH2:6][CH2:5]2)[C:3]1=[O:33]. (3) Given the reactants [CH:1]1([S:4]([C:7]2[CH:12]=[C:11]([N+:13]([O-])=O)[CH:10]=[C:9]([O:16][CH3:17])[CH:8]=2)(=[O:6])=[O:5])[CH2:3][CH2:2]1.[NH4+].[Cl-], predict the reaction product. The product is: [CH:1]1([S:4]([C:7]2[CH:12]=[C:11]([CH:10]=[C:9]([O:16][CH3:17])[CH:8]=2)[NH2:13])(=[O:6])=[O:5])[CH2:3][CH2:2]1. (4) Given the reactants [N:1]1([NH:7][C:8]([C:10]2[N:11]=[C:12]([C:23]3[CH:28]=[CH:27][C:26]([Cl:29])=[CH:25][C:24]=3[Cl:30])[N:13]([C:16]3[CH:21]=[CH:20][C:19]([OH:22])=[CH:18][CH:17]=3)[C:14]=2[CH3:15])=[O:9])[CH2:6][CH2:5][CH2:4][CH2:3][CH2:2]1.C(N(CC)CC)C.[F:38][C:39]([F:48])([F:47])[CH2:40][CH2:41][CH2:42][S:43](Cl)(=[O:45])=[O:44].O, predict the reaction product. The product is: [Cl:30][C:24]1[CH:25]=[C:26]([Cl:29])[CH:27]=[CH:28][C:23]=1[C:12]1[N:13]([C:16]2[CH:17]=[CH:18][C:19]([O:22][S:43]([CH2:42][CH2:41][CH2:40][C:39]([F:48])([F:47])[F:38])(=[O:45])=[O:44])=[CH:20][CH:21]=2)[C:14]([CH3:15])=[C:10]([C:8](=[O:9])[NH:7][N:1]2[CH2:6][CH2:5][CH2:4][CH2:3][CH2:2]2)[N:11]=1. (5) Given the reactants [C:1]([O:5][C:6]([NH:8][C@@H:9]([CH2:12][CH:13]1[CH2:18][CH2:17][CH2:16][CH2:15][CH2:14]1)[CH2:10]O)=[O:7])([CH3:4])([CH3:3])[CH3:2].[CH2:19]([NH2:21])[CH3:20], predict the reaction product. The product is: [CH2:19]([N:21]([CH2:10][CH:9]([NH:8][C:6]([O:5][C:1]([CH3:2])([CH3:4])[CH3:3])=[O:7])[CH2:12][CH:13]1[CH2:18][CH2:17][CH2:16][CH2:15][CH2:14]1)[CH2:10][CH:9]([NH:8][C:6]([O:5][C:1]([CH3:4])([CH3:3])[CH3:2])=[O:7])[CH2:12][CH:13]1[CH2:18][CH2:17][CH2:16][CH2:15][CH2:14]1)[CH3:20]. (6) Given the reactants [C:1]([NH:4][C:5]1[N:10]=[CH:9][C:8]([NH:11][C:12](=[O:19])OCC(Cl)(Cl)Cl)=[CH:7][CH:6]=1)(=[O:3])[CH3:2].[F:20][C:21]1[CH:22]=[C:23]([C:27]2[N:28]=[C:29]([CH:32]3[CH2:37][CH2:36][NH:35][CH2:34][CH2:33]3)[S:30][CH:31]=2)[CH:24]=[CH:25][CH:26]=1.C(N(C(C)C)CC)(C)C.O, predict the reaction product. The product is: [C:1]([NH:4][C:5]1[N:10]=[CH:9][C:8]([NH:11][C:12]([N:35]2[CH2:34][CH2:33][CH:32]([C:29]3[S:30][CH:31]=[C:27]([C:23]4[CH:24]=[CH:25][CH:26]=[C:21]([F:20])[CH:22]=4)[N:28]=3)[CH2:37][CH2:36]2)=[O:19])=[CH:7][CH:6]=1)(=[O:3])[CH3:2]. (7) Given the reactants [F:1][C:2]1[CH:7]=[CH:6][C:5]([C:8]2[C:42]([C:43]([OH:45])=[O:44])=[C:11]3[CH:12]=[C:13]([C:24]4[CH:29]=[CH:28][CH:27]=[C:26]([C:30](=[O:41])[NH:31][C:32]([C:35]5[CH:40]=[CH:39][CH:38]=[CH:37][CH:36]=5)([CH3:34])[CH3:33])[CH:25]=4)[C:14]([N:16]([CH2:21][CH2:22][OH:23])[S:17]([CH3:20])(=[O:19])=[O:18])=[CH:15][N:10]3[N:9]=2)=[CH:4][CH:3]=1.C1C=[N:50][C:49]2N(O)N=NC=2C=1.C(N(C(C)C)CC)(C)C.Cl.CN.CCN=C=NCCCN(C)C, predict the reaction product. The product is: [C:43]([O-:45])(=[O:44])[CH3:42].[NH4+:9].[F:1][C:2]1[CH:7]=[CH:6][C:5]([C:8]2[C:42]([C:43]([NH:50][CH3:49])=[O:45])=[C:11]3[CH:12]=[C:13]([C:24]4[CH:29]=[CH:28][CH:27]=[C:26]([C:30](=[O:41])[NH:31][C:32]([C:35]5[CH:40]=[CH:39][CH:38]=[CH:37][CH:36]=5)([CH3:33])[CH3:34])[CH:25]=4)[C:14]([N:16]([CH2:21][CH2:22][OH:23])[S:17]([CH3:20])(=[O:19])=[O:18])=[CH:15][N:10]3[N:9]=2)=[CH:4][CH:3]=1. (8) The product is: [ClH:45].[C:33]1([CH:32]([C:39]2[CH:40]=[CH:41][CH:42]=[CH:43][CH:44]=2)[CH2:31][NH:30][C:9]2[N:8]=[C:7]([N:4]3[CH2:5][CH2:6][C@@H:2]([NH:1][C:70]([NH:107][CH2:106][C:104]4[N:103]=[CH:102][N:101]([CH3:100])[CH:105]=4)=[O:71])[CH2:3]3)[N:15]=[C:14]3[C:10]=2[N:11]=[CH:12][N:13]3[C@@H:16]2[CH2:20][C@H:19]([N:21]3[N:25]=[C:24]([CH2:26][CH3:27])[CH:23]=[N:22]3)[C@@H:18]([OH:28])[C@H:17]2[OH:29])[CH:34]=[CH:35][CH:36]=[CH:37][CH:38]=1. Given the reactants [NH2:1][C@@H:2]1[CH2:6][CH2:5][N:4]([C:7]2[N:15]=[C:14]3[C:10]([N:11]=[CH:12][N:13]3[C@@H:16]3[CH2:20][C@H:19]([N:21]4[N:25]=[C:24]([CH2:26][CH3:27])[CH:23]=[N:22]4)[C@@H:18]([OH:28])[C@H:17]3[OH:29])=[C:9]([NH:30][CH2:31][CH:32]([C:39]3[CH:44]=[CH:43][CH:42]=[CH:41][CH:40]=3)[C:33]3[CH:38]=[CH:37][CH:36]=[CH:35][CH:34]=3)[N:8]=2)[CH2:3]1.[ClH:45].C1(C(C2C=CC=CC=2)CNC2N=C(N3CC[C@@H](N[C:70](NCC4C=CC=CN=4)=[O:71])C3)N=C3C=2N=CN3[C@@H]2C[C@H](N3N=NC(CC)=N3)[C@@H](O)[C@H]2O)C=CC=CC=1.[CH3:100][N:101]1[CH:105]=[C:104]([CH2:106][NH2:107])[N:103]=[CH:102]1, predict the reaction product. (9) Given the reactants FC1C=C2C(C(=O)CC3(O2)CCN(C(NC2C=C(C(=O)NC)C=CN=2)=O)CC3)=CC=1.[Cl:31][C:32]1[CH:33]=[CH:34][CH:35]=[C:36]2[C:59]=1[O:58][C:39]1([CH2:44][CH2:43][N:42]([C:45]([NH:47][C:48]3[CH:53]=[C:52]([C:54](=[O:57])[NH:55][CH3:56])[CH:51]=[CH:50][N:49]=3)=[O:46])[CH2:41][CH2:40]1)[CH2:38][C:37]2=[O:60], predict the reaction product. The product is: [ClH:31].[Cl:31][C:32]1[CH:33]=[CH:34][CH:35]=[C:36]2[C:59]=1[O:58][C:39]1([CH2:40][CH2:41][N:42]([C:45]([NH:47][C:48]3[CH:53]=[C:52]([C:54](=[O:57])[NH:55][CH3:56])[CH:51]=[CH:50][N:49]=3)=[O:46])[CH2:43][CH2:44]1)[CH2:38][C:37]2=[O:60].